This data is from Full USPTO retrosynthesis dataset with 1.9M reactions from patents (1976-2016). The task is: Predict the reactants needed to synthesize the given product. (1) Given the product [CH:1]1([CH2:7][CH2:8][CH:9]([NH2:11])[CH3:10])[CH2:6][CH2:5][CH2:4][CH2:3][CH2:2]1, predict the reactants needed to synthesize it. The reactants are: [CH:1]1([CH2:7][CH2:8][CH:9]([N:11]2C(=O)C3C(=CC=CC=3)C2=O)[CH3:10])[CH2:6][CH2:5][CH2:4][CH2:3][CH2:2]1.O.NN. (2) Given the product [CH2:2]([N:6]1[C:10]([CH3:11])=[C:9]([CH3:12])[S:8]/[C:7]/1=[CH:13]\[C:17]([C:16]1[CH:20]=[C:21]([F:24])[CH:22]=[CH:23][C:15]=1[F:14])=[O:18])[CH2:3][CH2:4][CH3:5], predict the reactants needed to synthesize it. The reactants are: [I-].[CH2:2]([N+:6]1[C:10]([CH3:11])=[C:9]([CH3:12])[S:8][C:7]=1[CH3:13])[CH2:3][CH2:4][CH3:5].[F:14][C:15]1[CH:23]=[CH:22][C:21]([F:24])=[CH:20][C:16]=1[C:17](Cl)=[O:18]. (3) Given the product [CH:22]([C:24]1[S:28][C:27]([C:2]2[C:9]([NH:10][C:11]3[C:12]([CH3:20])=[C:13]4[C:17](=[CH:18][CH:19]=3)[NH:16][CH:15]=[CH:14]4)=[C:6]([C:7]#[N:8])[CH:5]=[N:4][C:3]=2[CH3:21])=[CH:26][CH:25]=1)=[O:23], predict the reactants needed to synthesize it. The reactants are: I[C:2]1[C:3]([CH3:21])=[N:4][CH:5]=[C:6]([C:9]=1[NH:10][C:11]1[C:12]([CH3:20])=[C:13]2[C:17](=[CH:18][CH:19]=1)[NH:16][CH:15]=[CH:14]2)[C:7]#[N:8].[CH:22]([C:24]1[S:28][C:27](B(O)O)=[CH:26][CH:25]=1)=[O:23].C(#N)C. (4) The reactants are: Cl[CH2:2][C:3]1[CH:8]=[CH:7][C:6]([C:9]([OH:35])([C:29]2[N:33]([CH3:34])[CH:32]=[N:31][CH:30]=2)[C:10]2[CH:11]=[C:12]3[C:17](=[CH:18][CH:19]=2)[N:16]([CH3:20])[C:15](=[O:21])[CH:14]=[C:13]3[C:22]2[CH:27]=[CH:26][CH:25]=[C:24]([Cl:28])[CH:23]=2)=[CH:5][CH:4]=1.[CH3:36][O:37][Na].CO.O. Given the product [Cl:28][C:24]1[CH:23]=[C:22]([C:13]2[C:12]3[C:17](=[CH:18][CH:19]=[C:10]([C:9]([OH:35])([C:6]4[CH:5]=[CH:4][C:3]([CH2:2][O:37][CH3:36])=[CH:8][CH:7]=4)[C:29]4[N:33]([CH3:34])[CH:32]=[N:31][CH:30]=4)[CH:11]=3)[N:16]([CH3:20])[C:15](=[O:21])[CH:14]=2)[CH:27]=[CH:26][CH:25]=1, predict the reactants needed to synthesize it.